This data is from Forward reaction prediction with 1.9M reactions from USPTO patents (1976-2016). The task is: Predict the product of the given reaction. (1) The product is: [Cl:26][C:6]1[CH:5]=[N:4][CH:3]=[C:2]([Cl:1])[C:7]=1[NH:8][C:9]1[NH:10][C:11]2[C:17]3[CH2:18][C:19]([CH3:21])([CH3:22])[O:20][C:16]=3[C:15]([C:23]([NH:62][C:61]3[CH:63]=[CH:64][C:58]([C:57]([F:56])([F:65])[F:66])=[CH:59][CH:60]=3)=[O:24])=[CH:14][C:12]=2[N:13]=1. Given the reactants [Cl:1][C:2]1[CH:3]=[N:4][CH:5]=[C:6]([Cl:26])[C:7]=1[NH:8][C:9]1[NH:10][C:11]2[C:17]3[CH2:18][C:19]([CH3:22])([CH3:21])[O:20][C:16]=3[C:15]([C:23](O)=[O:24])=[CH:14][C:12]=2[N:13]=1.F[B-](F)(F)F.N1(OC(N(C)C)=[N+](C)C)C2C=CC=CC=2N=N1.CN1CCOCC1.[F:56][C:57]([F:66])([F:65])[C:58]1[CH:64]=[CH:63][C:61]([NH2:62])=[CH:60][CH:59]=1, predict the reaction product. (2) Given the reactants O=[C:2]1[CH2:7][CH2:6][CH:5]([C:8]([OH:10])=[O:9])[CH2:4][CH2:3]1.Cl.[F:12][C:13]1[CH:18]=[CH:17][C:16]([NH:19]N)=[CH:15][CH:14]=1.S(=O)(=O)(O)O.[CH3:26]O, predict the reaction product. The product is: [F:12][C:13]1[CH:18]=[C:17]2[C:16](=[CH:15][CH:14]=1)[NH:19][C:2]1[CH2:7][CH2:6][CH:5]([C:8]([O:10][CH3:26])=[O:9])[CH2:4][C:3]2=1. (3) Given the reactants [CH3:1][C:2]1[N:3]=[C:4]([NH:7][C:8]2[CH:13]=[C:12]([S:14][C:15]3[CH:16]=[C:17]([CH:21]=[CH:22][CH:23]=3)[C:18]([OH:20])=O)[CH:11]=[CH:10][N:9]=2)[S:5][CH:6]=1.C(N(CC)CC)C.C([Cl:36])(=O)OCC.[CH3:37][N:38]([CH3:42])[CH2:39][CH2:40][NH2:41].[ClH:43], predict the reaction product. The product is: [ClH:36].[ClH:43].[CH3:37][N:38]([CH3:42])[CH2:39][CH2:40][NH:41][C:18](=[O:20])[C:17]1[CH:21]=[CH:22][CH:23]=[C:15]([S:14][C:12]2[CH:11]=[CH:10][N:9]=[C:8]([NH:7][C:4]3[S:5][CH:6]=[C:2]([CH3:1])[N:3]=3)[CH:13]=2)[CH:16]=1. (4) Given the reactants [Br:1][C:2]1[CH:3]=[C:4]([CH:8]=[CH:9][C:10]=1[CH3:11])[C:5]([OH:7])=O.C(Cl)(=O)C(Cl)=O.[C:18]1([O:24][CH2:25][CH3:26])[CH:23]=[CH:22][CH:21]=[CH:20][CH:19]=1.[Al+3].[Cl-].[Cl-].[Cl-], predict the reaction product. The product is: [Br:1][C:2]1[CH:3]=[C:4]([C:5]([C:21]2[CH:22]=[CH:23][C:18]([O:24][CH2:25][CH3:26])=[CH:19][CH:20]=2)=[O:7])[CH:8]=[CH:9][C:10]=1[CH3:11]. (5) Given the reactants [NH2:1][C@H:2]1[CH2:7][CH2:6][C@H:5]([C:8]([OH:10])=[O:9])[CH2:4][CH2:3]1.[CH:11]1[CH:16]=[CH:15][C:14]([CH2:17]Br)=[CH:13][CH:12]=1, predict the reaction product. The product is: [CH2:17]([N:1]([C@H:2]1[CH2:7][CH2:6][C@H:5]([C:8]([O:10][CH2:8][C:5]2[CH:6]=[CH:7][CH:2]=[CH:3][CH:4]=2)=[O:9])[CH2:4][CH2:3]1)[CH2:17][C:14]1[CH:15]=[CH:16][CH:11]=[CH:12][CH:13]=1)[C:14]1[CH:15]=[CH:16][CH:11]=[CH:12][CH:13]=1. (6) Given the reactants [S:1]1[CH:5]=[CH:4][N:3]=[C:2]1[NH:6][C:7](=[O:13])[O:8][C:9]([CH3:12])([CH3:11])[CH3:10].[Br:14]N1C(=O)CCC1=O, predict the reaction product. The product is: [Br:14][C:5]1[S:1][C:2]([NH:6][C:7](=[O:13])[O:8][C:9]([CH3:10])([CH3:12])[CH3:11])=[N:3][CH:4]=1. (7) Given the reactants [NH2:1][C:2]1[CH:3]=[C:4]2[C:8](=[CH:9][CH:10]=1)[NH:7][CH:6]=[C:5]2[C:11](=[O:17])[C:12]([N:14]([CH3:16])[CH3:15])=[O:13].[Cl:18][C:19]1[N:20]=[C:21]2[N:25]([C:26]=1[S:27](Cl)(=[O:29])=[O:28])[CH:24]=[CH:23][S:22]2, predict the reaction product. The product is: [Cl:18][C:19]1[N:20]=[C:21]2[N:25]([C:26]=1[S:27]([NH:1][C:2]1[CH:3]=[C:4]3[C:8](=[CH:9][CH:10]=1)[NH:7][CH:6]=[C:5]3[C:11](=[O:17])[C:12]([N:14]([CH3:15])[CH3:16])=[O:13])(=[O:29])=[O:28])[CH:24]=[CH:23][S:22]2. (8) Given the reactants O.[OH-].[Li+].C[O:5][C:6](=[O:34])[CH2:7][C:8]1[C:17]([CH3:18])=[C:16]([C:19]2[CH:24]=[CH:23][C:22]([S:25](=[O:32])(=[O:31])[N:26]([CH2:29][CH3:30])[CH2:27][CH3:28])=[CH:21][CH:20]=2)[C:15]2[C:10](=[CH:11][CH:12]=[C:13]([F:33])[CH:14]=2)[CH:9]=1.C1COCC1.O, predict the reaction product. The product is: [CH2:29]([N:26]([CH2:27][CH3:28])[S:25]([C:22]1[CH:23]=[CH:24][C:19]([C:16]2[C:15]3[C:10](=[CH:11][CH:12]=[C:13]([F:33])[CH:14]=3)[CH:9]=[C:8]([CH2:7][C:6]([OH:34])=[O:5])[C:17]=2[CH3:18])=[CH:20][CH:21]=1)(=[O:31])=[O:32])[CH3:30].